This data is from Full USPTO retrosynthesis dataset with 1.9M reactions from patents (1976-2016). The task is: Predict the reactants needed to synthesize the given product. (1) The reactants are: [CH2:1]([O:3][C:4]([C:6]1[S:23][C:9]2[N:10]=[C:11]([NH2:22])[N:12]=[C:13]([CH:14]=[CH:15][C:16]3[CH:21]=[CH:20][CH:19]=[CH:18][CH:17]=3)[C:8]=2[CH:7]=1)=[O:5])[CH3:2]. Given the product [CH2:1]([O:3][C:4]([C:6]1[S:23][C:9]2[N:10]=[C:11]([NH2:22])[N:12]=[C:13]([CH2:14][CH2:15][C:16]3[CH:17]=[CH:18][CH:19]=[CH:20][CH:21]=3)[C:8]=2[CH:7]=1)=[O:5])[CH3:2], predict the reactants needed to synthesize it. (2) Given the product [C:21]([O:24][CH2:25][C:26]1[C:27]([N:41]2[CH2:52][CH2:51][N:50]3[C:43](=[CH:44][C:45]4[CH2:46][C:47]([CH3:54])([CH3:53])[CH2:48][C:49]=43)[C:42]2=[O:55])=[N:28][CH:29]=[CH:30][C:31]=1[C:2]1[CH:3]=[C:4]([NH:10][C:11]2[N:12]=[N:13][C:14]([C:17]([F:20])([F:19])[F:18])=[CH:15][CH:16]=2)[C:5](=[O:9])[N:6]([CH3:8])[CH:7]=1)(=[O:23])[CH3:22], predict the reactants needed to synthesize it. The reactants are: Br[C:2]1[CH:3]=[C:4]([NH:10][C:11]2[N:12]=[N:13][C:14]([C:17]([F:20])([F:19])[F:18])=[CH:15][CH:16]=2)[C:5](=[O:9])[N:6]([CH3:8])[CH:7]=1.[C:21]([O:24][CH2:25][C:26]1[C:27]([N:41]2[CH2:52][CH2:51][N:50]3[C:43](=[CH:44][C:45]4[CH2:46][C:47]([CH3:54])([CH3:53])[CH2:48][C:49]=43)[C:42]2=[O:55])=[N:28][CH:29]=[CH:30][C:31]=1B1OC(C)(C)C(C)(C)O1)(=[O:23])[CH3:22].CC(O[Na])=O.[O-]P([O-])([O-])=O.[K+].[K+].[K+]. (3) Given the product [F:13][C:12]([F:15])([F:14])[C:7]1[CH:8]=[CH:9][CH:10]=[C:11]2[C:6]=1[CH:5]=[CH:4][CH:3]=[C:2]2[CH:21]([OH:24])[CH2:22][CH3:23], predict the reactants needed to synthesize it. The reactants are: Br[C:2]1[C:11]2[C:6](=[C:7]([C:12]([F:15])([F:14])[F:13])[CH:8]=[CH:9][CH:10]=2)[CH:5]=[CH:4][CH:3]=1.[Li]CCCC.[CH:21](=[O:24])[CH2:22][CH3:23]. (4) Given the product [N+:12]([C:15]1[CH:16]=[CH:17][C:18]([CH2:19][O:20]/[N:21]=[C:8](/[C:4]2[CH:5]=[CH:6][CH:7]=[C:2]([OH:1])[CH:3]=2)\[CH3:9])=[CH:22][CH:23]=1)([O-:14])=[O:13], predict the reactants needed to synthesize it. The reactants are: [OH:1][C:2]1[CH:3]=[C:4]([C:8](=O)[CH3:9])[CH:5]=[CH:6][CH:7]=1.Cl.[N+:12]([C:15]1[CH:23]=[CH:22][C:18]([CH2:19][O:20][NH2:21])=[CH:17][CH:16]=1)([O-:14])=[O:13].